This data is from Catalyst prediction with 721,799 reactions and 888 catalyst types from USPTO. The task is: Predict which catalyst facilitates the given reaction. (1) Reactant: [C:1]([C:3]1[CH:4]=[C:5]([C:13]2[O:17][N:16]=[C:15]([C:18]3[CH:27]=[CH:26][CH:25]=[C:24]4[C:19]=3[CH2:20][CH2:21][N:22](C(OC(C)(C)C)=O)[CH2:23]4)[N:14]=2)[CH:6]=[CH:7][C:8]=1[O:9][CH:10]([CH3:12])[CH3:11])#[N:2].[F:35][C:36]([F:41])([F:40])[C:37]([OH:39])=[O:38]. Product: [F:35][C:36]([F:41])([F:40])[C:37]([OH:39])=[O:38].[CH3:12][CH:10]([O:9][C:8]1[CH:7]=[CH:6][C:5]([C:13]2[O:17][N:16]=[C:15]([C:18]3[CH:27]=[CH:26][CH:25]=[C:24]4[C:19]=3[CH2:20][CH2:21][NH:22][CH2:23]4)[N:14]=2)=[CH:4][C:3]=1[C:1]#[N:2])[CH3:11]. The catalyst class is: 2. (2) The catalyst class is: 12. Product: [CH3:43][N:42]([CH3:44])[S:39]([CH2:38][C:34]1[CH:35]=[CH:36][CH:37]=[C:32]([NH:31][C:2]2[CH:7]=[CH:6][CH:5]=[C:4]([C:8]3[N:16]4[C:11]([CH:12]=[N:13][C:14]([NH:17][C:18]5[CH:23]=[C:22]([O:24][CH3:25])[C:21]([O:26][CH3:27])=[C:20]([O:28][CH3:29])[CH:19]=5)=[N:15]4)=[C:10]([CH3:30])[N:9]=3)[CH:3]=2)[CH:33]=1)(=[O:40])=[O:41]. Reactant: Br[C:2]1[CH:3]=[C:4]([C:8]2[N:16]3[C:11]([CH:12]=[N:13][C:14]([NH:17][C:18]4[CH:23]=[C:22]([O:24][CH3:25])[C:21]([O:26][CH3:27])=[C:20]([O:28][CH3:29])[CH:19]=4)=[N:15]3)=[C:10]([CH3:30])[N:9]=2)[CH:5]=[CH:6][CH:7]=1.[NH2:31][C:32]1[CH:33]=[C:34]([CH2:38][S:39]([N:42]([CH3:44])[CH3:43])(=[O:41])=[O:40])[CH:35]=[CH:36][CH:37]=1.C1C=CC(P(C2C=CC3C(=CC=CC=3)C=2C2C3C(=CC=CC=3)C=CC=2P(C2C=CC=CC=2)C2C=CC=CC=2)C2C=CC=CC=2)=CC=1.CC(C)([O-])C.[Na+]. (3) Reactant: [NH2:1][C:2]1[CH:11]=[CH:10][C:5]([C:6]([O:8][CH3:9])=[O:7])=[CH:4][CH:3]=1.[I:12]Cl. Product: [NH2:1][C:2]1[CH:3]=[CH:4][C:5]([C:6]([O:8][CH3:9])=[O:7])=[CH:10][C:11]=1[I:12]. The catalyst class is: 52.